This data is from Forward reaction prediction with 1.9M reactions from USPTO patents (1976-2016). The task is: Predict the product of the given reaction. (1) Given the reactants [NH:1]1[C:5](=[O:6])[CH:4]=[CH:3][C:2]1=[O:7].FC(F)(F)C(O)=O.[CH2:15]([N:22]([CH2:28]OC)[CH2:23][Si](C)(C)C)[C:16]1[CH:21]=[CH:20][CH:19]=[CH:18][CH:17]=1, predict the reaction product. The product is: [CH2:15]([N:22]1[CH2:28][C@@H:3]2[C:2](=[O:7])[NH:1][C:5](=[O:6])[C@@H:4]2[CH2:23]1)[C:16]1[CH:21]=[CH:20][CH:19]=[CH:18][CH:17]=1. (2) The product is: [Cl:8][C:4]1[C:5]([N:16]2[CH2:15][CH2:14][NH:13][CH:12]([CH:9]([CH3:11])[CH3:10])[CH2:17]2)=[N:6][CH:7]=[CH:2][N:3]=1. Given the reactants Cl[C:2]1[CH:7]=[N:6][CH:5]=[C:4]([Cl:8])[N:3]=1.[CH:9]([CH:12]1[CH2:17][NH:16][CH2:15][CH2:14][NH:13]1)([CH3:11])[CH3:10], predict the reaction product. (3) The product is: [CH2:1]([O:8][C:9]1[CH:18]=[C:17]2[C:12]([C:13]([NH:23][C:24]3[CH:28]=[C:27]([CH3:29])[NH:26][N:25]=3)=[N:14][C:15]([Cl:19])=[N:16]2)=[CH:11][C:10]=1[O:21][CH3:22])[C:2]1[CH:7]=[CH:6][CH:5]=[CH:4][CH:3]=1. Given the reactants [CH2:1]([O:8][C:9]1[CH:18]=[C:17]2[C:12]([C:13](Cl)=[N:14][C:15]([Cl:19])=[N:16]2)=[CH:11][C:10]=1[O:21][CH3:22])[C:2]1[CH:7]=[CH:6][CH:5]=[CH:4][CH:3]=1.[NH2:23][C:24]1[CH:28]=[C:27]([CH3:29])[NH:26][N:25]=1.C(N(CC)CC)C, predict the reaction product. (4) Given the reactants [Cl:1][C:2]1[S:6][C:5]([C:7]([NH:9][CH2:10][CH2:11]O)=[O:8])=[C:4]([Si:13]([CH3:16])([CH3:15])[CH3:14])[CH:3]=1.S(Cl)([Cl:19])=O, predict the reaction product. The product is: [Cl:1][C:2]1[S:6][C:5]([C:7]([NH:9][CH2:10][CH2:11][Cl:19])=[O:8])=[C:4]([Si:13]([CH3:16])([CH3:15])[CH3:14])[CH:3]=1. (5) Given the reactants Cl[C:2]1[N:7]=[C:6]([C:8]2[CH:9]=[N:10][C:11]([NH2:14])=[N:12][CH:13]=2)[CH:5]=[CH:4][N:3]=1.[F:15][C:16]1[CH:22]=[CH:21][C:19]([NH2:20])=[CH:18][CH:17]=1.CS(C)=O.[Cl-], predict the reaction product. The product is: [F:15][C:16]1[CH:22]=[CH:21][C:19]([NH:20][C:2]2[N:7]=[C:6]([C:8]3[CH:9]=[N:10][C:11]([NH2:14])=[N:12][CH:13]=3)[CH:5]=[CH:4][N:3]=2)=[CH:18][CH:17]=1. (6) Given the reactants [Cl:1][CH2:2][CH2:3][O:4][C:5]1[CH:10]=[C:9]([F:11])[CH:8]=[CH:7][C:6]=1[N+:12]([O-:14])=[O:13].Cl[CH2:16][S:17]([C:20]1[C:29]2[C:24](=[CH:25][CH:26]=[CH:27][CH:28]=2)[CH:23]=[CH:22][CH:21]=1)(=[O:19])=[O:18].CC(C)([O-])C.[K+].Cl, predict the reaction product. The product is: [Cl:1][CH2:2][CH2:3][O:4][C:5]1[C:6]([N+:12]([O-:14])=[O:13])=[C:7]([CH2:16][S:17]([C:20]2[C:29]3[C:24](=[CH:25][CH:26]=[CH:27][CH:28]=3)[CH:23]=[CH:22][CH:21]=2)(=[O:18])=[O:19])[CH:8]=[C:9]([F:11])[CH:10]=1.